This data is from Full USPTO retrosynthesis dataset with 1.9M reactions from patents (1976-2016). The task is: Predict the reactants needed to synthesize the given product. Given the product [NH2:46][C:45]1[N:16]([C@H:17]([CH:38]2[CH2:39][CH2:40][CH2:41][CH2:42][CH2:43]2)[CH2:18][CH2:19][C:20]([NH:22][C@H:23]([CH2:32][O:33][C:34]([CH3:37])([CH3:36])[CH3:35])[C:24]([N:26]2[CH2:31][CH2:30][O:29][CH2:28][CH2:27]2)=[O:25])=[O:21])[CH2:15][C:3]2[CH:4]=[C:5]([O:8][C:9]3[CH:14]=[CH:13][CH:12]=[CH:11][CH:10]=3)[N:6]=[CH:7][C:2]=2[N:1]=1, predict the reactants needed to synthesize it. The reactants are: [NH2:1][C:2]1[C:3]([CH2:15][NH:16][C@H:17]([CH:38]2[CH2:43][CH2:42][CH2:41][CH2:40][CH2:39]2)[CH2:18][CH2:19][C:20]([NH:22][C@H:23]([CH2:32][O:33][C:34]([CH3:37])([CH3:36])[CH3:35])[C:24]([N:26]2[CH2:31][CH2:30][O:29][CH2:28][CH2:27]2)=[O:25])=[O:21])=[CH:4][C:5]([O:8][C:9]2[CH:14]=[CH:13][CH:12]=[CH:11][CH:10]=2)=[N:6][CH:7]=1.Br[C:45]#[N:46].